This data is from NCI-60 drug combinations with 297,098 pairs across 59 cell lines. The task is: Regression. Given two drug SMILES strings and cell line genomic features, predict the synergy score measuring deviation from expected non-interaction effect. (1) Drug 1: C1=C(C(=O)NC(=O)N1)N(CCCl)CCCl. Drug 2: CC1CCC2CC(C(=CC=CC=CC(CC(C(=O)C(C(C(=CC(C(=O)CC(OC(=O)C3CCCCN3C(=O)C(=O)C1(O2)O)C(C)CC4CCC(C(C4)OC)O)C)C)O)OC)C)C)C)OC. Cell line: HS 578T. Synergy scores: CSS=19.0, Synergy_ZIP=-6.67, Synergy_Bliss=-6.14, Synergy_Loewe=-5.35, Synergy_HSA=-0.0186. (2) Drug 1: CC1=C(C=C(C=C1)C(=O)NC2=CC(=CC(=C2)C(F)(F)F)N3C=C(N=C3)C)NC4=NC=CC(=N4)C5=CN=CC=C5. Drug 2: CC(C)CN1C=NC2=C1C3=CC=CC=C3N=C2N. Cell line: UACC62. Synergy scores: CSS=0.446, Synergy_ZIP=0.503, Synergy_Bliss=-0.269, Synergy_Loewe=-0.0159, Synergy_HSA=-0.590.